This data is from Full USPTO retrosynthesis dataset with 1.9M reactions from patents (1976-2016). The task is: Predict the reactants needed to synthesize the given product. (1) The reactants are: [CH3:1][C:2]1[N:3]=[C:4]2[CH:9]=[CH:8][C:7]([CH:10]=C)=[CH:6][N:5]2[C:12]=1[C:13]1[S:14][C:15]([C:24]2[N:28]=[CH:27][N:26]([CH:29]3[CH2:34][CH2:33][CH2:32][CH2:31][O:30]3)[N:25]=2)=[C:16]([C:18]2[CH:23]=[CH:22][CH:21]=[CH:20][CH:19]=2)[N:17]=1.[O:35]1CCCC1.I([O-])(=O)(=O)=O.[Na+]. Given the product [CH3:1][C:2]1[N:3]=[C:4]2[CH:9]=[CH:8][C:7]([CH:10]=[O:35])=[CH:6][N:5]2[C:12]=1[C:13]1[S:14][C:15]([C:24]2[N:28]=[CH:27][N:26]([CH:29]3[CH2:34][CH2:33][CH2:32][CH2:31][O:30]3)[N:25]=2)=[C:16]([C:18]2[CH:23]=[CH:22][CH:21]=[CH:20][CH:19]=2)[N:17]=1, predict the reactants needed to synthesize it. (2) Given the product [CH2:4]([C:3]([C:6]1[C:14]2[C:9](=[C:10]([NH:15][S:16]([CH3:19])(=[O:18])=[O:17])[CH:11]=[CH:12][CH:13]=2)[NH:8][CH:7]=1)([C:20]1[CH:25]=[CH:24][C:23]2[N:26]=[C:27]([CH3:28])[O:29][C:22]=2[CH:21]=1)[CH2:1][CH3:2])[CH3:5], predict the reactants needed to synthesize it. The reactants are: [CH2:1]([C:3]([C:20]1[CH:25]=[CH:24][C:23]([NH:26][C:27](=[O:29])[CH3:28])=[C:22](O)[CH:21]=1)([C:6]1[C:14]2[C:9](=[C:10]([NH:15][S:16]([CH3:19])(=[O:18])=[O:17])[CH:11]=[CH:12][CH:13]=2)[NH:8][CH:7]=1)[CH2:4][CH3:5])[CH3:2]. (3) Given the product [Cl:1][C:2]1[CH:7]=[CH:6][CH:5]=[C:4]([F:8])[C:3]=1[CH2:9][C:10](=[N:13][OH:14])[NH2:11], predict the reactants needed to synthesize it. The reactants are: [Cl:1][C:2]1[CH:7]=[CH:6][CH:5]=[C:4]([F:8])[C:3]=1[CH2:9][C:10]#[N:11].Cl.[NH2:13][OH:14].C(=O)([O-])[O-].[Na+].[Na+].P([O-])(O)(O)=O.[Na+]. (4) The reactants are: [C:1]([O-:4])([O-])=O.[K+].[K+].[CH2:7]([O:9][C:10](=[O:23])[C:11]1[CH:16]=[C:15](I)[C:14]([O:18][CH2:19][CH2:20][OH:21])=[C:13](Br)[CH:12]=1)[CH3:8].[CH3:24][O:25][C:26]1[CH:31]=[CH:30][C:29](B(O)O)=[CH:28][CH:27]=1.C(Cl)Cl.B(O)O. Given the product [CH2:7]([O:9][C:10](=[O:23])[C:11]1[CH:16]=[C:15]([C:29]2[CH:30]=[CH:31][C:26]([O:25][CH3:24])=[CH:27][CH:28]=2)[C:14]([O:18][CH2:19][CH2:20][OH:21])=[C:13]([C:11]2[CH:16]=[CH:15][C:14]([O:4][CH3:1])=[CH:13][CH:12]=2)[CH:12]=1)[CH3:8], predict the reactants needed to synthesize it. (5) Given the product [CH3:19][O:1][CH2:2][CH2:3][O:4][CH2:5][C:6]([NH:9][C:10](=[O:16])[O:11][C:12]([CH3:15])([CH3:14])[CH3:13])([CH3:8])[CH3:7], predict the reactants needed to synthesize it. The reactants are: [OH:1][CH2:2][CH2:3][O:4][CH2:5][C:6]([NH:9][C:10](=[O:16])[O:11][C:12]([CH3:15])([CH3:14])[CH3:13])([CH3:8])[CH3:7].[H-].[Na+].[CH3:19]I. (6) Given the product [C:8]([OH:10])(=[O:9])[C:2]1[CH:7]=[CH:6][CH:5]=[N:4][CH:3]=1, predict the reactants needed to synthesize it. The reactants are: C[C:2]1[CH:3]=[N:4][CH:5]=[CH:6][CH:7]=1.[C:8](=[O:10])=[O:9]. (7) The reactants are: [Cl:1][C:2]1[S:6][C:5]([CH:7]([OH:26])[CH:8]([CH2:12][C:13]2[CH:18]=[CH:17][CH:16]=[C:15]([O:19][C:20]([F:25])([F:24])[CH:21]([F:23])[F:22])[CH:14]=2)C(O)=O)=[CH:4][CH:3]=1.C([N:29]([CH2:32]C)CC)C.C1(P(N=[N+]=[N-])(C2C=CC=CC=2)=[O:41])C=CC=CC=1. Given the product [Cl:1][C:2]1[S:6][C:5]([CH:7]2[O:26][C:32](=[O:41])[NH:29][CH:8]2[CH2:12][C:13]2[CH:18]=[CH:17][CH:16]=[C:15]([O:19][C:20]([F:24])([F:25])[CH:21]([F:22])[F:23])[CH:14]=2)=[CH:4][CH:3]=1, predict the reactants needed to synthesize it. (8) Given the product [CH2:1]([O:3][CH2:4][CH:5]1[CH2:10][CH2:9][CH:8]([N:12]2[CH2:13][CH:14]([NH:16][C:17](=[O:34])[CH2:18][NH:19][C:20]3[C:29]4[C:24](=[CH:25][CH:26]=[C:27]([C:30]([F:31])([F:33])[F:32])[CH:28]=4)[N:23]=[CH:22][N:21]=3)[CH2:15]2)[CH2:7][CH2:6]1)[CH3:2], predict the reactants needed to synthesize it. The reactants are: [CH2:1]([O:3][CH2:4][CH:5]1[CH2:10][CH2:9][C:8](=O)[CH2:7][CH2:6]1)[CH3:2].[NH:12]1[CH2:15][CH:14]([NH:16][C:17](=[O:34])[CH2:18][NH:19][C:20]2[C:29]3[C:24](=[CH:25][CH:26]=[C:27]([C:30]([F:33])([F:32])[F:31])[CH:28]=3)[N:23]=[CH:22][N:21]=2)[CH2:13]1.[BH-](OC(C)=O)(OC(C)=O)OC(C)=O.[Na+]. (9) Given the product [N:17]1[N:18]2[C:8](=[O:10])[CH2:7][C:6](=[O:14])[NH:22][C:19]2=[CH:20][CH:21]=1, predict the reactants needed to synthesize it. The reactants are: [O-]CC.[Na+].[Na].[C:6]([O:14]CC)(=O)[CH2:7][C:8]([O:10]CC)=O.[NH:17]1[CH:21]=[CH:20][C:19]([NH2:22])=[N:18]1.